Task: Predict the product of the given reaction.. Dataset: Forward reaction prediction with 1.9M reactions from USPTO patents (1976-2016) (1) Given the reactants [CH2:1]=[C:2]1[O:6][C:4](=[O:5])[CH2:3]1.C(N[CH2:10][CH2:11][OH:12])C.[C:13](#[N:15])[CH3:14], predict the reaction product. The product is: [CH2:13]([N:15]([CH:11]([OH:12])[CH3:10])[C:4](=[O:5])[CH2:3][C:2](=[O:6])[CH3:1])[CH3:14]. (2) Given the reactants Br[C:2]1[C:3]([NH2:19])=[N:4][C:5]([C:14]2[O:15][CH:16]=[CH:17][CH:18]=2)=[C:6]([C:8]2[CH:13]=[CH:12][N:11]=[CH:10][N:9]=2)[CH:7]=1.C(N(CC)CC)C.[C:27]([C:29]1[CH:34]=[CH:33][CH:32]=[CH:31][CH:30]=1)#[CH:28], predict the reaction product. The product is: [O:15]1[CH:16]=[CH:17][CH:18]=[C:14]1[C:5]1[N:4]=[C:3]([NH2:19])[C:2]([C:28]#[C:27][C:29]2[CH:34]=[CH:33][CH:32]=[CH:31][CH:30]=2)=[CH:7][C:6]=1[C:8]1[CH:13]=[CH:12][N:11]=[CH:10][N:9]=1. (3) Given the reactants Br[C:2]1[CH:3]=[C:4]([C:12]([O:14][CH3:15])=[O:13])[C:5]2[C:10]([CH:11]=1)=[CH:9][CH:8]=[CH:7][CH:6]=2.CC1(C)C(C)(C)OB(/[CH:24]=[CH:25]/[CH2:26][O:27][CH3:28])O1.CN(C=O)C.C([O-])([O-])=O.[Na+].[Na+], predict the reaction product. The product is: [CH3:28][O:27][CH2:26]/[CH:25]=[CH:24]/[C:2]1[CH:3]=[C:4]([C:12]([O:14][CH3:15])=[O:13])[C:5]2[C:10]([CH:11]=1)=[CH:9][CH:8]=[CH:7][CH:6]=2. (4) The product is: [CH2:34]([O:36][C:37](=[O:42])[CH2:38][C:12]([C@@H:10]1[CH2:9][CH2:8][N:7]([C:15]([O:17][CH3:18])=[O:16])[C@@H:6]([CH2:5][C:4]2[CH:19]=[CH:20][CH:21]=[C:2]([F:1])[CH:3]=2)[CH2:11]1)=[O:14])[CH3:35].[CH2:34]([O:36][C:37](=[O:42])[CH2:38][C:39]([C@H:10]1[CH2:9][CH2:8][N:7]([C:15]([O:17][CH3:18])=[O:16])[C@@H:6]([CH2:5][C:4]2[CH:19]=[CH:20][CH:21]=[C:2]([F:1])[CH:3]=2)[CH2:11]1)=[O:41])[CH3:35]. Given the reactants [F:1][C:2]1[CH:3]=[C:4]([CH:19]=[CH:20][CH:21]=1)[CH2:5][CH:6]1[CH2:11][CH:10]([C:12]([OH:14])=O)[CH2:9][CH2:8][N:7]1[C:15]([O:17][CH3:18])=[O:16].N1(C(N2C=CN=C2)=O)C=CN=C1.[CH2:34]([O:36][C:37](=[O:42])[CH2:38][C:39]([O-:41])=O)[CH3:35].[K+].[Cl-].[Mg+2].[Cl-].Cl, predict the reaction product. (5) Given the reactants [Br:1][C:2]1[CH:3]=[N:4][CH:5]=[C:6]([S:8][CH3:9])[CH:7]=1.BrC1C=CC(S(C)=[O:18])=NC=1, predict the reaction product. The product is: [Br:1][C:2]1[CH:3]=[N:4][CH:5]=[C:6]([S:8]([CH3:9])=[O:18])[CH:7]=1. (6) The product is: [NH:8]=[C:9]=[NH:11].[NH2:11][C:12]1[C:16]([CH3:17])=[CH:15][S:14][CH:13]=1.[Cl:18][C:13]1[S:14][CH:15]=[C:16]([CH3:17])[C:12]=1[NH:11][C:9]1[NH:8][C:3]2[CH:4]=[CH:5][CH:6]=[CH:7][C:2]=2[N:1]=1. Given the reactants [NH2:1][C:2]1[CH:7]=[CH:6][CH:5]=[CH:4][C:3]=1[NH:8][C:9]([NH:11][C:12]1[C:16]([CH3:17])=[CH:15][S:14][C:13]=1[Cl:18])=S.C1(C)C=CC(S(Cl)(=O)=O)=CC=1.C1(S(Cl)(=O)=O)C=CC=CC=1.[OH-].[Na+].C(=O)([O-])[O-].[Na+].[Na+].[OH-].[K+].[OH-].[Li+].C(=O)([O-])[O-].[K+].[K+], predict the reaction product. (7) Given the reactants [CH3:1][N:2]1[CH:6]2[CH2:7][C:8]([CH2:10][CH:3]1[CH2:4][CH2:5]2)=O.[I:11][C:12]1[C:20]2[C:15](=[N:16][CH:17]=[N:18][C:19]=2[NH2:21])[N:14]([CH:22]2[CH2:27][CH2:26][NH:25][CH2:24][CH2:23]2)[N:13]=1, predict the reaction product. The product is: [I:11][C:12]1[C:20]2[C:15](=[N:16][CH:17]=[N:18][C:19]=2[NH2:21])[N:14]([CH:22]2[CH2:27][CH2:26][N:25]([CH:8]3[CH2:10][CH:3]4[N:2]([CH3:1])[CH:6]([CH2:5][CH2:4]4)[CH2:7]3)[CH2:24][CH2:23]2)[N:13]=1. (8) The product is: [F:17][C:16]([F:19])([F:18])[O:15][C:10]1[CH:11]=[CH:12][CH:13]=[CH:14][C:9]=1[C:6]1[CH:7]=[CH:8][C:3]([CH:1]=[C:24]2[S:20][C:21](=[O:26])[NH:22][C:23]2=[O:25])=[CH:4][CH:5]=1. Given the reactants [CH:1]([C:3]1[CH:8]=[CH:7][C:6]([C:9]2[CH:14]=[CH:13][CH:12]=[CH:11][C:10]=2[O:15][C:16]([F:19])([F:18])[F:17])=[CH:5][CH:4]=1)=O.[S:20]1[CH2:24][C:23](=[O:25])[NH:22][C:21]1=[O:26].N1CCCCC1.C(O)(=O)C1C=CC=CC=1, predict the reaction product. (9) Given the reactants [NH:1]1[CH2:9][CH2:8][CH2:7][CH:3]([C:4]([NH2:6])=[O:5])[CH2:2]1.[C:10](O[C:10]([O:12][C:13]([CH3:16])([CH3:15])[CH3:14])=[O:11])([O:12][C:13]([CH3:16])([CH3:15])[CH3:14])=[O:11].[OH-].[Na+], predict the reaction product. The product is: [C:13]([O:12][C:10]([N:1]1[CH2:9][CH2:8][CH2:7][C@@H:3]([C:4]([NH2:6])=[O:5])[CH2:2]1)=[O:11])([CH3:16])([CH3:15])[CH3:14].